Task: Predict the reaction yield, written as a fraction of the theoretical maximum amount of product (1.0 means a 100% yield; for example, 0.34 means a 34% yield).. Dataset: Reaction yield outcomes from USPTO patents with 853,638 reactions (1) The reactants are [CH3:1][N:2]1[C:7]2[CH:8]=[CH:9][CH:10]=[CH:11][C:6]=2[C:5](=[O:12])[O:4][C:3]1=O.[NH2:14][CH2:15]C(O)=O.O.C(N(CC)CC)C. The catalyst is COCCOC.C(O)(=O)C.CCOCC. The product is [CH3:1][N:2]1[C:7]2[CH:8]=[CH:9][CH:10]=[CH:11][C:6]=2[C:5](=[O:12])[NH:14][CH2:15][C:3]1=[O:4]. The yield is 0.670. (2) The reactants are [NH:1]1[CH2:6][CH2:5][O:4][CH2:3][CH2:2]1.[CH:7]1([C@H:10]([NH:12][C:13]2[C:14]3[N:15]([CH:22]=[C:23]([C:25]4[O:26][C:27](SC)=[N:28][N:29]=4)[CH:24]=3)[N:16]=[CH:17][C:18]=2[C:19]([NH2:21])=[O:20])[CH3:11])[CH2:9][CH2:8]1. The catalyst is CN1C(=O)CCC1. The product is [CH:7]1([C@H:10]([NH:12][C:13]2[C:14]3[N:15]([CH:22]=[C:23]([C:25]4[O:26][C:27]([N:1]5[CH2:6][CH2:5][O:4][CH2:3][CH2:2]5)=[N:28][N:29]=4)[CH:24]=3)[N:16]=[CH:17][C:18]=2[C:19]([NH2:21])=[O:20])[CH3:11])[CH2:9][CH2:8]1. The yield is 0.450. (3) The reactants are [CH2:1]([S:3]([N:6]1[CH2:11][CH2:10][CH:9]([C:12]2[C:20]3[C:15](=[C:16]([C:29]([NH2:31])=[O:30])[CH:17]=[C:18]([C:21]4[CH:26]=[CH:25][CH:24]=[C:23]([CH:27]=O)[CH:22]=4)[CH:19]=3)[NH:14][CH:13]=2)[CH2:8][CH2:7]1)(=[O:5])=[O:4])[CH3:2].[CH3:32][CH:33]([CH2:36][CH3:37])[CH2:34][NH2:35].[BH4-].[Na+]. The catalyst is ClCCl.CO.C(O)(=O)C. The product is [CH2:1]([S:3]([N:6]1[CH2:11][CH2:10][CH:9]([C:12]2[C:20]3[C:15](=[C:16]([C:29]([NH2:31])=[O:30])[CH:17]=[C:18]([C:21]4[CH:26]=[CH:25][CH:24]=[C:23]([CH2:27][NH:35][CH2:34][CH:33]([CH3:32])[CH2:36][CH3:37])[CH:22]=4)[CH:19]=3)[NH:14][CH:13]=2)[CH2:8][CH2:7]1)(=[O:5])=[O:4])[CH3:2]. The yield is 0.556. (4) The reactants are [Cl:1][C:2]1[CH:7]=[CH:6][C:5]([C:8]([CH3:28])([CH3:27])[C:9]([NH:11][NH:12][C:13]([C:15]2[C:16]([CH3:26])=[N:17][C:18]3[C:23]([C:24]=2[CH3:25])=[CH:22][CH:21]=[CH:20][CH:19]=3)=O)=[O:10])=[CH:4][CH:3]=1.COC(CC[N+](S(=O)(=O)N)(CC)CC)=O. The catalyst is O1CCCC1.C(OCC)(=O)C. The product is [Cl:1][C:2]1[CH:3]=[CH:4][C:5]([C:8]([C:9]2[O:10][C:13]([C:15]3[C:16]([CH3:26])=[N:17][C:18]4[C:23]([C:24]=3[CH3:25])=[CH:22][CH:21]=[CH:20][CH:19]=4)=[N:12][N:11]=2)([CH3:27])[CH3:28])=[CH:6][CH:7]=1. The yield is 0.360. (5) The reactants are [H-].[Na+].[CH3:3][C:4]1([CH3:18])[CH2:12][C:11]2[NH:10][N:9]=[C:8]([C:13]([F:16])([F:15])[F:14])[C:7]=2[C:6](=[O:17])[CH2:5]1.[Br:19][C:20]1[CH:27]=[C:26](F)[CH:25]=[CH:24][C:21]=1[C:22]#[N:23]. The catalyst is CS(C)=O. The product is [Br:19][C:20]1[CH:27]=[C:26]([N:10]2[C:11]3[CH2:12][C:4]([CH3:18])([CH3:3])[CH2:5][C:6](=[O:17])[C:7]=3[C:8]([C:13]([F:16])([F:15])[F:14])=[N:9]2)[CH:25]=[CH:24][C:21]=1[C:22]#[N:23]. The yield is 0.630. (6) The reactants are [O:1]1[C:5]2[CH:6]=[CH:7][CH:8]=[CH:9][C:4]=2[CH2:3][CH2:2]1.[S:10]([Cl:13])(Cl)=[O:11].C(Cl)Cl.[OH2:17]. The catalyst is ClCCCl. The product is [O:1]1[C:5]2[CH:6]=[CH:7][C:8]([S:10]([Cl:13])(=[O:11])=[O:17])=[CH:9][C:4]=2[CH2:3][CH2:2]1. The yield is 1.00.